Predict the product of the given reaction. From a dataset of Forward reaction prediction with 1.9M reactions from USPTO patents (1976-2016). (1) Given the reactants [CH2:1]([O:8][C:9]([NH:11][C@H:12]1[CH2:17][CH2:16][C@@H:15]([NH:18]C(=O)OC(C)(C)C)[CH2:14][C@H:13]1[C:26]1[O:30][N:29]=[C:28]([CH3:31])[N:27]=1)=[O:10])[C:2]1[CH:7]=[CH:6][CH:5]=[CH:4][CH:3]=1.C(O)(C(F)(F)F)=O, predict the reaction product. The product is: [NH2:18][C@@H:15]1[CH2:16][CH2:17][C@H:12]([NH:11][C:9](=[O:10])[O:8][CH2:1][C:2]2[CH:7]=[CH:6][CH:5]=[CH:4][CH:3]=2)[C@H:13]([C:26]2[O:30][N:29]=[C:28]([CH3:31])[N:27]=2)[CH2:14]1. (2) Given the reactants C[C@]1(O)[C@@H]2C(=[C:12]([OH:30])[C@:13]3([OH:29])[C:20](=[O:21])[C:19](C(N)=O)=[C:18]([OH:25])[C@@H:17](N(C)C)[C@@H]3C2)C(=O)C2C(O)=CC=CC1=2.NCC(O)=[O:36].[Na+].[Cl-].[OH-:40].[Na+].[N+](C1C=C([N+]([O-])=O)C=C(C(O)=O)C=1O)([O-])=O, predict the reaction product. The product is: [O:40]=[CH:17][C@@H:18]([C@H:19]([C@@H:20]([C@@H:13]([CH2:12][OH:30])[OH:29])[OH:21])[OH:36])[OH:25]. (3) Given the reactants C(O)(C(F)(F)F)=O.[NH2:8][C:9]1[N:17]=[CH:16][N:15]=[C:14]2[C:10]=1[N:11]=[CH:12][N:13]2[C@H:18]1[C@@H:22]2[O:23]C(C)(C)[O:25][C@@H:21]2[C@@H:20]([CH2:28][N:29]([CH3:47])[CH2:30][CH2:31][CH2:32][NH:33][C:34]([NH:36][C:37]2[CH:42]=[CH:41][C:40]([C:43]([CH3:46])([CH3:45])[CH3:44])=[CH:39][CH:38]=2)=[O:35])[O:19]1, predict the reaction product. The product is: [NH2:8][C:9]1[N:17]=[CH:16][N:15]=[C:14]2[C:10]=1[N:11]=[CH:12][N:13]2[C@@H:18]1[O:19][C@H:20]([CH2:28][N:29]([CH3:47])[CH2:30][CH2:31][CH2:32][NH:33][C:34]([NH:36][C:37]2[CH:38]=[CH:39][C:40]([C:43]([CH3:45])([CH3:46])[CH3:44])=[CH:41][CH:42]=2)=[O:35])[C@@H:21]([OH:25])[C@H:22]1[OH:23]. (4) Given the reactants [Br:1][C:2]1[CH:3]=[C:4](O)[C:5](=[CH:7][CH:8]=1)[OH:6].[C:10](=[O:13])([O-])[O-].[K+].[K+].I[CH2:17][CH3:18].[CH3:19]N(C=O)C, predict the reaction product. The product is: [Br:1][C:2]1[CH:3]=[CH:4][C:5]([O:6][CH2:17][CH3:18])=[C:7]([O:13][CH2:10][CH3:19])[CH:8]=1.